This data is from Peptide-MHC class I binding affinity with 185,985 pairs from IEDB/IMGT. The task is: Regression. Given a peptide amino acid sequence and an MHC pseudo amino acid sequence, predict their binding affinity value. This is MHC class I binding data. The peptide sequence is YLEPAIAKY. The MHC is HLA-A02:01 with pseudo-sequence HLA-A02:01. The binding affinity (normalized) is 0.